This data is from Peptide-MHC class II binding affinity with 134,281 pairs from IEDB. The task is: Regression. Given a peptide amino acid sequence and an MHC pseudo amino acid sequence, predict their binding affinity value. This is MHC class II binding data. (1) The peptide sequence is ASRELERFALNPGLL. The binding affinity (normalized) is 0.571. The MHC is DRB4_0101 with pseudo-sequence DRB4_0103. (2) The peptide sequence is LWCGSLIGLSSRATW. The MHC is DRB1_1501 with pseudo-sequence DRB1_1501. The binding affinity (normalized) is 0.615. (3) The peptide sequence is SEMFMPRSIGGPVSS. The MHC is HLA-DQA10601-DQB10402 with pseudo-sequence HLA-DQA10601-DQB10402. The binding affinity (normalized) is 0.469. (4) The peptide sequence is VLAPYMPDVLEKLEL. The MHC is HLA-DQA10201-DQB10301 with pseudo-sequence HLA-DQA10201-DQB10301. The binding affinity (normalized) is 0.689. (5) The peptide sequence is AAASVPAADKFKTFE. The MHC is DRB1_1501 with pseudo-sequence DRB1_1501. The binding affinity (normalized) is 0.309. (6) The peptide sequence is AQDLELSWNLNGLQAY. The binding affinity (normalized) is 0.187. The MHC is DRB1_0401 with pseudo-sequence DRB1_0401. (7) The peptide sequence is KFPKFNRVFEIEFDI. The MHC is DRB1_0401 with pseudo-sequence DRB1_0401. The binding affinity (normalized) is 0.700. (8) The binding affinity (normalized) is 0.230. The MHC is DRB1_1501 with pseudo-sequence DRB1_1501. The peptide sequence is HLGKLELDFNYCEGT. (9) The peptide sequence is AKAIITPVVFYRSGT. The MHC is DRB1_0701 with pseudo-sequence DRB1_0701. The binding affinity (normalized) is 0.226. (10) The peptide sequence is VNWEVIIMDEAHFLD. The MHC is HLA-DQA10201-DQB10303 with pseudo-sequence HLA-DQA10201-DQB10303. The binding affinity (normalized) is 0.343.